From a dataset of Forward reaction prediction with 1.9M reactions from USPTO patents (1976-2016). Predict the product of the given reaction. (1) Given the reactants [NH2:1][CH2:2][CH2:3][CH2:4][CH2:5][CH2:6][CH2:7][OH:8].C(N(C(C)C)CC)(C)C.[Cl:18][C:19]1[CH:27]=[CH:26][C:22]([C:23](Cl)=[O:24])=[CH:21][CH:20]=1.O, predict the reaction product. The product is: [Cl:18][C:19]1[CH:27]=[CH:26][C:22]([C:23]([NH:1][CH2:2][CH2:3][CH2:4][CH2:5][CH2:6][CH2:7][OH:8])=[O:24])=[CH:21][CH:20]=1. (2) Given the reactants [CH3:1][C:2]1[CH:3]=[CH:4][C:5]2[O:9][C:8]([C:10]([O:12][CH2:13][CH3:14])=[O:11])=[CH:7][C:6]=2[CH:15]=1.[Br:16]N1C(=O)CCC1=O.CC(N=NC(C#N)(C)C)(C#N)C, predict the reaction product. The product is: [Br:16][CH2:1][C:2]1[CH:3]=[CH:4][C:5]2[O:9][C:8]([C:10]([O:12][CH2:13][CH3:14])=[O:11])=[CH:7][C:6]=2[CH:15]=1. (3) Given the reactants [CH3:1][C:2]1[CH:3]=[C:4]([CH:8]=[CH:9][C:10]=1[N+:11]([O-:13])=[O:12])[C:5]([OH:7])=O.CC[N:16]([CH:20]([CH3:22])C)[CH:17]([CH3:19])C.C1C=CC2N(O)N=NC=2C=1.C(Cl)CCl.N1CCCC1, predict the reaction product. The product is: [CH3:1][C:2]1[CH:3]=[C:4]([C:5]([N:16]2[CH2:17][CH2:19][CH2:22][CH2:20]2)=[O:7])[CH:8]=[CH:9][C:10]=1[N+:11]([O-:13])=[O:12]. (4) Given the reactants [O:1]=[C:2]1[CH2:7][CH2:6][CH:5]([C:8]([O:10][CH2:11][CH3:12])=[O:9])[CH2:4][CH2:3]1.[Li+].C[Si]([N-][Si](C)(C)C)(C)C.[F:23][C:24]([F:44])([F:43])[S:25](N(C1C=CC(Cl)=CN=1)[S:25]([C:24]([F:44])([F:43])[F:23])(=[O:27])=[O:26])(=[O:27])=[O:26].O, predict the reaction product. The product is: [F:23][C:24]([F:44])([F:43])[S:25]([O:1][C:2]1[CH2:7][CH2:6][CH:5]([C:8]([O:10][CH2:11][CH3:12])=[O:9])[CH2:4][CH:3]=1)(=[O:27])=[O:26]. (5) Given the reactants [O:1]1[C:8]2[CH:7]=[C:6]([C:9]([O:11][CH3:12])=[O:10])[NH:5][C:4]=2[CH:3]=[CH:2]1.C(N(CC)CC)C.[O:20](C(OC(C)(C)C)=O)[C:21]([O:23][C:24]([CH3:27])([CH3:26])[CH3:25])=O.CCOC(C)=O.CCCCCC, predict the reaction product. The product is: [CH3:12][O:11][C:9]([C:6]1[N:5]([C:21]([O:23][C:24]([CH3:27])([CH3:26])[CH3:25])=[O:20])[C:4]2[CH:3]=[CH:2][O:1][C:8]=2[CH:7]=1)=[O:10]. (6) Given the reactants [C:1]([OH:20])(=[O:19])[CH2:2][CH2:3][CH2:4][CH2:5][CH2:6][CH2:7][CH2:8][CH2:9][CH2:10][CH2:11][CH2:12][CH2:13][CH2:14][CH2:15][CH2:16]CC, predict the reaction product. The product is: [C:1]([OH:20])(=[O:19])[CH2:2][CH2:3][CH2:4][CH2:5][CH2:6][CH2:7][CH2:8][CH2:9][CH2:10][CH2:11][CH2:12][CH2:13][CH2:14][CH2:15][CH3:16].